Dataset: Reaction yield outcomes from USPTO patents with 853,638 reactions. Task: Predict the reaction yield, written as a fraction of the theoretical maximum amount of product (1.0 means a 100% yield; for example, 0.34 means a 34% yield). (1) The reactants are Cl[C:2]1[N:7]=[CH:6][NH:5][C:4]2=[N:8][CH:9]=[CH:10][C:3]=12.[CH2:11]([N:18]1[CH2:23][CH2:22][CH:21]([CH3:24])[CH:20]([NH:25][CH3:26])[CH2:19]1)[C:12]1[CH:17]=[CH:16][CH:15]=[CH:14][CH:13]=1.C(N(CC)CC)C. No catalyst specified. The product is [CH2:11]([N:18]1[CH2:23][CH2:22][CH:21]([CH3:24])[CH:20]([N:25]([CH3:26])[C:2]2[C:3]3[CH:10]=[CH:9][NH:8][C:4]=3[N:5]=[CH:6][N:7]=2)[CH2:19]1)[C:12]1[CH:13]=[CH:14][CH:15]=[CH:16][CH:17]=1. The yield is 0.500. (2) The reactants are [NH2:1][C:2]1[N:6]([CH3:7])[C:5](=[O:8])[C:4]([C:21]2[CH:26]=[CH:25][CH:24]=[C:23](Br)[CH:22]=2)([C:9]2[CH:18]=[CH:17][C:16]3[CH2:15][CH:14]([O:19][CH3:20])[CH2:13][CH2:12][C:11]=3[CH:10]=2)[N:3]=1.[CH3:28][O:29][C:30]1[CH:31]=[C:32](B(O)O)[CH:33]=[CH:34][CH:35]=1.C(=O)([O-])[O-].[K+].[K+].O. The catalyst is O1CCCC1. The product is [NH2:1][C:2]1[N:6]([CH3:7])[C:5](=[O:8])[C:4]([C:21]2[CH:22]=[C:23]([C:34]3[CH:33]=[CH:32][CH:31]=[C:30]([O:29][CH3:28])[CH:35]=3)[CH:24]=[CH:25][CH:26]=2)([C:9]2[CH:18]=[CH:17][C:16]3[CH2:15][CH:14]([O:19][CH3:20])[CH2:13][CH2:12][C:11]=3[CH:10]=2)[N:3]=1. The yield is 0.220. (3) The reactants are [NH:1]1[CH:5]=[C:4]([C:6]2[C:7]([C:12]3[CH:17]=[CH:16][CH:15]=[CH:14][CH:13]=3)=[N:8][O:9][C:10]=2[CH3:11])[N:3]=[CH:2]1.[CH3:18][C:19]1[CH:24]=[CH:23][C:22](OB(C2C=CC=CC=2)O)=[CH:21][CH:20]=1. No catalyst specified. The product is [CH3:11][C:10]1[O:9][N:8]=[C:7]([C:12]2[CH:13]=[CH:14][CH:15]=[CH:16][CH:17]=2)[C:6]=1[C:4]1[N:3]=[CH:2][N:1]([C:22]2[CH:23]=[CH:24][C:19]([CH3:18])=[CH:20][CH:21]=2)[CH:5]=1. The yield is 0.600. (4) The yield is 0.600. The catalyst is CS(C)=O.O. The product is [Cl:9][C:5]1[N:4]([CH2:12][C:13]2[CH:20]=[C:19]([F:21])[CH:18]=[CH:17][C:14]=2[C:15]#[N:16])[C:3](=[O:10])[N:2]([CH3:1])[C:7](=[O:8])[CH:6]=1. The reactants are [CH3:1][N:2]1[C:7](=[O:8])[CH:6]=[C:5]([Cl:9])[NH:4][C:3]1=[O:10].Br[CH2:12][C:13]1[CH:20]=[C:19]([F:21])[CH:18]=[CH:17][C:14]=1[C:15]#[N:16].C([O-])([O-])=O.[K+].[K+]. (5) The reactants are Br[C:2]1[CH:19]=[CH:18][C:5]([O:6][C:7]2[CH:16]=[CH:15][C:10]([C:11]([O:13][CH3:14])=[O:12])=[CH:9][C:8]=2[F:17])=[CH:4][C:3]=1[CH:20]=[O:21].CC([O-])=O.[K+].[B:27]1([B:27]2[O:31][C:30]([CH3:33])([CH3:32])[C:29]([CH3:35])([CH3:34])[O:28]2)[O:31][C:30]([CH3:33])([CH3:32])[C:29]([CH3:35])([CH3:34])[O:28]1.CCCCCC.CCOC(C)=O. The catalyst is O1CCOCC1.C1C=CC(P(C2C=CC=CC=2)[C-]2C=CC=C2)=CC=1.C1C=CC(P(C2C=CC=CC=2)[C-]2C=CC=C2)=CC=1.Cl[Pd]Cl.[Fe+2]. The product is [F:17][C:8]1[CH:9]=[C:10]([CH:15]=[CH:16][C:7]=1[O:6][C:5]1[CH:18]=[CH:19][C:2]([B:27]2[O:31][C:30]([CH3:33])([CH3:32])[C:29]([CH3:35])([CH3:34])[O:28]2)=[C:3]([CH:20]=[O:21])[CH:4]=1)[C:11]([O:13][CH3:14])=[O:12]. The yield is 0.840. (6) The reactants are [CH3:1][O:2][C:3]1[CH:4]=[C:5]([CH:11]([C:13]2[CH:23]=[CH:22][C:16]3[N:17]([CH3:21])[C:18]([CH3:20])=[N:19][C:15]=3[CH:14]=2)[OH:12])[CH:6]=[C:7]([O:9][CH3:10])[CH:8]=1. The catalyst is C(Cl)Cl.O=[Mn]=O. The product is [CH3:10][O:9][C:7]1[CH:6]=[C:5]([C:11]([C:13]2[CH:23]=[CH:22][C:16]3[N:17]([CH3:21])[C:18]([CH3:20])=[N:19][C:15]=3[CH:14]=2)=[O:12])[CH:4]=[C:3]([O:2][CH3:1])[CH:8]=1. The yield is 0.990. (7) The reactants are [C:1]([CH2:3][C:4]1([N:15]2[CH2:20][CH2:19][CH:18]([N:21]([C@@H:28]3[CH2:30][C@H:29]3[C:31]3[CH:36]=[CH:35][CH:34]=[CH:33][CH:32]=3)[C:22](=[O:27])[C:23]([F:26])([F:25])[F:24])[CH2:17][CH2:16]2)[CH2:7][N:6](C(OC(C)(C)C)=O)[CH2:5]1)#[N:2].C(O)(C(F)(F)F)=O. The catalyst is C(Cl)Cl. The product is [C:1]([CH2:3][C:4]1([N:15]2[CH2:16][CH2:17][CH:18]([N:21]([C@@H:28]3[CH2:30][C@H:29]3[C:31]3[CH:36]=[CH:35][CH:34]=[CH:33][CH:32]=3)[C:22](=[O:27])[C:23]([F:26])([F:24])[F:25])[CH2:19][CH2:20]2)[CH2:5][NH:6][CH2:7]1)#[N:2]. The yield is 0.950.